This data is from Catalyst prediction with 721,799 reactions and 888 catalyst types from USPTO. The task is: Predict which catalyst facilitates the given reaction. (1) Reactant: [CH2:1]([O:5][CH2:6][CH2:7][O:8][C:9]1[CH:14]=[CH:13][C:12]([C:15]2[CH:16]=[CH:17][C:18]3[NH:24][CH2:23][CH2:22][C:21]([C:25]([NH:27][C:28]4[CH:33]=[CH:32][C:31]([C@H:34]([OH:42])[C:35]5[CH:40]=[CH:39][CH:38]=[CH:37][N+:36]=5[O-:41])=[CH:30][CH:29]=4)=[O:26])=[CH:20][C:19]=3[CH:43]=2)=[CH:11][CH:10]=1)[CH2:2][CH2:3][CH3:4].[CH:44]([C:46]1[S:50][N:49]=[C:48]([CH3:51])[CH:47]=1)=O.C(O[BH-](OC(=O)C)OC(=O)C)(=O)C.[Na+].C(O)(=O)C. Product: [CH2:1]([O:5][CH2:6][CH2:7][O:8][C:9]1[CH:10]=[CH:11][C:12]([C:15]2[CH:16]=[CH:17][C:18]3[N:24]([CH2:44][C:46]4[S:50][N:49]=[C:48]([CH3:51])[CH:47]=4)[CH2:23][CH2:22][C:21]([C:25]([NH:27][C:28]4[CH:29]=[CH:30][C:31]([C@H:34]([OH:42])[C:35]5[CH:40]=[CH:39][CH:38]=[CH:37][N+:36]=5[O-:41])=[CH:32][CH:33]=4)=[O:26])=[CH:20][C:19]=3[CH:43]=2)=[CH:13][CH:14]=1)[CH2:2][CH2:3][CH3:4]. The catalyst class is: 325. (2) Reactant: [CH3:1][C:2]1[CH:11]=[C:10]2[C:5]([CH:6]=[CH:7][C:8](=[O:12])[O:9]2)=[CH:4][CH:3]=1.[Br:13]N1C(=O)CCC1=O.CC(N=NC(C#N)(C)C)(C#N)C. Product: [Br:13][CH2:1][C:2]1[CH:11]=[C:10]2[C:5]([CH:6]=[CH:7][C:8](=[O:12])[O:9]2)=[CH:4][CH:3]=1. The catalyst class is: 53. (3) Reactant: [Cl:1][C:2]1[CH:3]=[CH:4][C:5]([O:12][CH2:13][C:14]2[CH:19]=[CH:18][CH:17]=[CH:16][CH:15]=2)=[C:6]([CH2:8][C:9]([NH2:11])=O)[CH:7]=1.COC1C=CC(P2(SP(C3C=CC(OC)=CC=3)(=S)S2)=[S:29])=CC=1. Product: [Cl:1][C:2]1[CH:3]=[CH:4][C:5]([O:12][CH2:13][C:14]2[CH:19]=[CH:18][CH:17]=[CH:16][CH:15]=2)=[C:6]([CH2:8][C:9](=[S:29])[NH2:11])[CH:7]=1. The catalyst class is: 57. (4) Reactant: [CH:1]1([O:6][C:7]2[CH:12]=[CH:11][CH:10]=[CH:9][C:8]=2[N:13]2[CH2:18][CH2:17][N:16]([CH2:19][CH:20]([OH:30])[CH2:21][N:22]3[C:26](=[O:27])[CH:25]=[C:24]([CH3:28])[C:23]3=[O:29])[CH2:15][CH2:14]2)[CH2:5][CH2:4][CH2:3][CH2:2]1.[CH:31]1([NH2:34])[CH2:33][CH2:32]1. Product: [CH:1]1([O:6][C:7]2[CH:12]=[CH:11][CH:10]=[CH:9][C:8]=2[N:13]2[CH2:14][CH2:15][N:16]([CH2:19][CH:20]([OH:30])[CH2:21][N:22]3[C:23](=[O:29])[CH:24]([CH3:28])[CH:25]([NH:34][CH:31]4[CH2:33][CH2:32]4)[C:26]3=[O:27])[CH2:17][CH2:18]2)[CH2:2][CH2:3][CH2:4][CH2:5]1. The catalyst class is: 5.